Dataset: Reaction yield outcomes from USPTO patents with 853,638 reactions. Task: Predict the reaction yield, written as a fraction of the theoretical maximum amount of product (1.0 means a 100% yield; for example, 0.34 means a 34% yield). The reactants are C(O[C:6](=O)[N:7]([C@H:9]1[C@H:13]([C:14]2[CH:19]=[CH:18][C:17]([Cl:20])=[C:16]([Cl:21])[CH:15]=2)[CH2:12][N:11]([C:22]([N:24]2[CH2:29][CH2:28][N:27]([S:30]([CH3:33])(=[O:32])=[O:31])[CH2:26][CH2:25]2)=[O:23])[CH2:10]1)C)(C)(C)C.C(O)(C(F)(F)F)=O. The catalyst is C(Cl)Cl. The product is [Cl:21][C:16]1[CH:15]=[C:14]([C@H:13]2[C@H:9]([NH:7][CH3:6])[CH2:10][N:11]([C:22]([N:24]3[CH2:25][CH2:26][N:27]([S:30]([CH3:33])(=[O:31])=[O:32])[CH2:28][CH2:29]3)=[O:23])[CH2:12]2)[CH:19]=[CH:18][C:17]=1[Cl:20]. The yield is 0.920.